This data is from NCI-60 drug combinations with 297,098 pairs across 59 cell lines. The task is: Regression. Given two drug SMILES strings and cell line genomic features, predict the synergy score measuring deviation from expected non-interaction effect. (1) Drug 2: CC12CCC3C(C1CCC2O)C(CC4=C3C=CC(=C4)O)CCCCCCCCCS(=O)CCCC(C(F)(F)F)(F)F. Drug 1: CS(=O)(=O)CCNCC1=CC=C(O1)C2=CC3=C(C=C2)N=CN=C3NC4=CC(=C(C=C4)OCC5=CC(=CC=C5)F)Cl. Synergy scores: CSS=-3.05, Synergy_ZIP=2.78, Synergy_Bliss=3.43, Synergy_Loewe=-2.43, Synergy_HSA=-1.95. Cell line: MDA-MB-435. (2) Drug 1: C1=CC(=C2C(=C1NCCNCCO)C(=O)C3=C(C=CC(=C3C2=O)O)O)NCCNCCO. Drug 2: CC1CCCC2(C(O2)CC(NC(=O)CC(C(C(=O)C(C1O)C)(C)C)O)C(=CC3=CSC(=N3)C)C)C. Cell line: BT-549. Synergy scores: CSS=38.7, Synergy_ZIP=1.11, Synergy_Bliss=2.45, Synergy_Loewe=2.26, Synergy_HSA=2.86. (3) Drug 1: CC1=C(C=C(C=C1)NC(=O)C2=CC=C(C=C2)CN3CCN(CC3)C)NC4=NC=CC(=N4)C5=CN=CC=C5. Drug 2: CCC1=C2CN3C(=CC4=C(C3=O)COC(=O)C4(CC)O)C2=NC5=C1C=C(C=C5)O. Cell line: RPMI-8226. Synergy scores: CSS=18.8, Synergy_ZIP=-0.265, Synergy_Bliss=4.93, Synergy_Loewe=-4.07, Synergy_HSA=6.49. (4) Drug 1: CN(C)N=NC1=C(NC=N1)C(=O)N. Drug 2: CS(=O)(=O)CCNCC1=CC=C(O1)C2=CC3=C(C=C2)N=CN=C3NC4=CC(=C(C=C4)OCC5=CC(=CC=C5)F)Cl. Cell line: NCI-H460. Synergy scores: CSS=10.4, Synergy_ZIP=-6.81, Synergy_Bliss=-4.63, Synergy_Loewe=1.19, Synergy_HSA=-3.99. (5) Drug 1: CC1C(C(CC(O1)OC2CC(OC(C2O)C)OC3=CC4=CC5=C(C(=O)C(C(C5)C(C(=O)C(C(C)O)O)OC)OC6CC(C(C(O6)C)O)OC7CC(C(C(O7)C)O)OC8CC(C(C(O8)C)O)(C)O)C(=C4C(=C3C)O)O)O)O. Drug 2: CN(C(=O)NC(C=O)C(C(C(CO)O)O)O)N=O. Cell line: HCT116. Synergy scores: CSS=6.79, Synergy_ZIP=0.467, Synergy_Bliss=-2.33, Synergy_Loewe=-41.3, Synergy_HSA=-1.99. (6) Drug 1: CC1CC2C3CCC4=CC(=O)C=CC4(C3(C(CC2(C1(C(=O)CO)O)C)O)F)C. Drug 2: CS(=O)(=O)CCNCC1=CC=C(O1)C2=CC3=C(C=C2)N=CN=C3NC4=CC(=C(C=C4)OCC5=CC(=CC=C5)F)Cl. Cell line: OVCAR3. Synergy scores: CSS=19.6, Synergy_ZIP=3.97, Synergy_Bliss=6.14, Synergy_Loewe=-4.21, Synergy_HSA=3.89. (7) Drug 1: CC1=C(N=C(N=C1N)C(CC(=O)N)NCC(C(=O)N)N)C(=O)NC(C(C2=CN=CN2)OC3C(C(C(C(O3)CO)O)O)OC4C(C(C(C(O4)CO)O)OC(=O)N)O)C(=O)NC(C)C(C(C)C(=O)NC(C(C)O)C(=O)NCCC5=NC(=CS5)C6=NC(=CS6)C(=O)NCCC[S+](C)C)O. Drug 2: CC1CCCC2(C(O2)CC(NC(=O)CC(C(C(=O)C(C1O)C)(C)C)O)C(=CC3=CSC(=N3)C)C)C. Cell line: SK-MEL-28. Synergy scores: CSS=36.6, Synergy_ZIP=4.17, Synergy_Bliss=4.97, Synergy_Loewe=-14.2, Synergy_HSA=4.14. (8) Drug 1: CCCCC(=O)OCC(=O)C1(CC(C2=C(C1)C(=C3C(=C2O)C(=O)C4=C(C3=O)C=CC=C4OC)O)OC5CC(C(C(O5)C)O)NC(=O)C(F)(F)F)O. Drug 2: CC1=C(C(=O)C2=C(C1=O)N3CC4C(C3(C2COC(=O)N)OC)N4)N. Cell line: NCI-H522. Synergy scores: CSS=76.7, Synergy_ZIP=-7.97, Synergy_Bliss=-4.41, Synergy_Loewe=-0.479, Synergy_HSA=0.839. (9) Cell line: BT-549. Drug 1: CC1=C2C(C(=O)C3(C(CC4C(C3C(C(C2(C)C)(CC1OC(=O)C(C(C5=CC=CC=C5)NC(=O)OC(C)(C)C)O)O)OC(=O)C6=CC=CC=C6)(CO4)OC(=O)C)OC)C)OC. Synergy scores: CSS=52.3, Synergy_ZIP=-1.41, Synergy_Bliss=-1.84, Synergy_Loewe=-12.6, Synergy_HSA=-0.960. Drug 2: C1=CC(=CC=C1CC(C(=O)O)N)N(CCCl)CCCl.Cl. (10) Drug 1: CC1=C(C=C(C=C1)NC2=NC=CC(=N2)N(C)C3=CC4=NN(C(=C4C=C3)C)C)S(=O)(=O)N.Cl. Cell line: MDA-MB-435. Drug 2: C1=C(C(=O)NC(=O)N1)F. Synergy scores: CSS=25.2, Synergy_ZIP=3.65, Synergy_Bliss=2.00, Synergy_Loewe=-5.32, Synergy_HSA=-0.654.